This data is from Reaction yield outcomes from USPTO patents with 853,638 reactions. The task is: Predict the reaction yield, written as a fraction of the theoretical maximum amount of product (1.0 means a 100% yield; for example, 0.34 means a 34% yield). (1) The reactants are [C:1]([O:8][CH3:9])(=[O:7])/[CH:2]=[CH:3]/[C:4]([OH:6])=[O:5].Cl[CH2:11][CH2:12][O:13][C:14]([O:16][CH2:17][CH3:18])=[O:15]. The catalyst is CN1C(=O)CCC1. The product is [C:4]([O:6][CH2:11][CH2:12][O:13][C:14]([O:16][CH2:17][CH3:18])=[O:15])(=[O:5])/[CH:3]=[CH:2]/[C:1]([O:8][CH3:9])=[O:7]. The yield is 0.850. (2) The reactants are [H-].[Na+].[CH3:3][O:4][C:5](=[O:13])[C:6]1[CH:11]=[CH:10][N:9]=[C:8]([OH:12])[CH:7]=1.[CH3:14]I. The catalyst is CN(C)C=O.C(OCC)(=O)C. The product is [CH3:3][O:4][C:5]([C:6]1[CH:11]=[CH:10][N:9]([CH3:14])[C:8](=[O:12])[CH:7]=1)=[O:13]. The yield is 0.460. (3) The reactants are [CH:1]1[C:13]2[NH:12][C:11]3[C:6](=[CH:7][CH:8]=[CH:9][CH:10]=3)[C:5]=2[CH:4]=[CH:3][CH:2]=1.[OH-].[Na+].Br[CH2:17][CH3:18]. The catalyst is [Br-].C([N+](CC)(CC)CC)C.C1(C)C=CC=CC=1. The product is [CH2:17]([N:12]1[C:11]2[CH:10]=[CH:9][CH:8]=[CH:7][C:6]=2[C:5]2[C:13]1=[CH:1][CH:2]=[CH:3][CH:4]=2)[CH3:18]. The yield is 0.750. (4) The reactants are [N:1]1[CH:6]=[CH:5][CH:4]=[C:3]([S:7]([N:10]2[C:14]([C:15]3[CH:20]=[CH:19][CH:18]=[CH:17][C:16]=3[C:21]([F:24])([F:23])[F:22])=[CH:13][C:12]([CH:25]=O)=[CH:11]2)(=[O:9])=[O:8])[CH:2]=1.CO.[CH3:29][NH2:30].[BH4-].[Na+].[ClH:33].C(=O)([O-])O.[Na+]. The catalyst is C(O)C. The product is [ClH:33].[ClH:33].[CH3:29][NH:30][CH2:25][C:12]1[CH:13]=[C:14]([C:15]2[CH:20]=[CH:19][CH:18]=[CH:17][C:16]=2[C:21]([F:24])([F:23])[F:22])[N:10]([S:7]([C:3]2[CH:2]=[N:1][CH:6]=[CH:5][CH:4]=2)(=[O:9])=[O:8])[CH:11]=1. The yield is 0.690. (5) The reactants are [CH2:1]([NH:9][CH2:10][CH2:11][C:12]([C:17]1[CH:22]=[CH:21][CH:20]=[CH:19][CH:18]=1)([OH:16])[CH2:13][CH:14]=[CH2:15])[CH2:2][C:3]1[CH:8]=[CH:7][CH:6]=[CH:5][CH:4]=1.CCN(CC)CC.Cl[C:31](Cl)([O:33]C(=O)OC(Cl)(Cl)Cl)Cl. The catalyst is C(Cl)Cl. The product is [CH2:13]([C:12]1([C:17]2[CH:18]=[CH:19][CH:20]=[CH:21][CH:22]=2)[O:16][C:31](=[O:33])[N:9]([CH2:1][CH2:2][C:3]2[CH:8]=[CH:7][CH:6]=[CH:5][CH:4]=2)[CH2:10][CH2:11]1)[CH:14]=[CH2:15]. The yield is 0.190. (6) The reactants are P(Cl)(Cl)([Cl:3])=O.[Br:6][C:7]1[CH:8]=[C:9]2[C:14](=[C:15]([N+:18]([O-:20])=[O:19])[C:16]=1[CH3:17])[N:13]=[CH:12][NH:11][C:10]2=O. No catalyst specified. The product is [Br:6][C:7]1[CH:8]=[C:9]2[C:14](=[C:15]([N+:18]([O-:20])=[O:19])[C:16]=1[CH3:17])[N:13]=[CH:12][N:11]=[C:10]2[Cl:3]. The yield is 0.700. (7) The reactants are Cl[C:2]1[CH:7]=[CH:6][N:5]=[C:4]([NH2:8])[CH:3]=1.C([O-])([O-])=O.[K+].[K+].[NH:15]1[CH2:19][CH2:18][CH2:17][CH2:16]1.O. The catalyst is CS(C)=O. The product is [N:15]1([C:6]2[N:5]=[C:4]([NH2:8])[CH:3]=[CH:2][CH:7]=2)[CH2:19][CH2:18][CH2:17][CH2:16]1. The yield is 0.370. (8) The reactants are Cl[CH2:2][C:3]([NH:5][C:6]1[CH:14]=[CH:13][C:12]([Cl:15])=[C:11]2[C:7]=1[C:8](=[O:33])[N:9]([C@@H:16]([C:22]1[CH:27]=[CH:26][C:25]([O:28][CH3:29])=[C:24]([O:30][CH2:31][CH3:32])[CH:23]=1)[CH2:17][S:18]([CH3:21])(=[O:20])=[O:19])[CH2:10]2)=[O:4].[CH3:34][N:35]1[CH2:40][CH2:39][NH:38][CH2:37][CH2:36]1. The catalyst is CC#N. The product is [Cl:15][C:12]1[CH:13]=[CH:14][C:6]([NH:5][C:3](=[O:4])[CH2:2][N:38]2[CH2:39][CH2:40][N:35]([CH3:34])[CH2:36][CH2:37]2)=[C:7]2[C:11]=1[CH2:10][N:9]([C@@H:16]([C:22]1[CH:27]=[CH:26][C:25]([O:28][CH3:29])=[C:24]([O:30][CH2:31][CH3:32])[CH:23]=1)[CH2:17][S:18]([CH3:21])(=[O:19])=[O:20])[C:8]2=[O:33]. The yield is 0.250. (9) The yield is 0.594. No catalyst specified. The product is [C:1]([C:3]1[C:4]([CH3:14])=[CH:5][C:6]([NH:17][C:20](=[O:29])[O:43][C:39]([CH3:42])([CH3:41])[CH3:40])=[N:7][C:8]=1[O:9][CH3:10])#[N:2]. The reactants are [C:1]([C:3]1[C:4]([CH3:14])=[CH:5][C:6](C(O)=O)=[N:7][C:8]=1[O:9][CH3:10])#[N:2].C([N:17]([CH2:20]C)CC)C.C1C=CC(P(N=[N+]=[N-])(C2C=CC=CC=2)=[O:29])=CC=1.[C:39]([OH:43])([CH3:42])([CH3:41])[CH3:40].